This data is from Full USPTO retrosynthesis dataset with 1.9M reactions from patents (1976-2016). The task is: Predict the reactants needed to synthesize the given product. (1) Given the product [CH3:16][S:15][C:2]1[NH:1][CH2:6][C:4]2([N:3]=1)[C:14]1[C:9](=[CH:10][CH:11]=[CH:12][CH:13]=1)[CH2:8][CH2:7]2, predict the reactants needed to synthesize it. The reactants are: [NH:1]1[CH2:6]C[C:4]2([C:14]3[C:9](=[CH:10][CH:11]=[CH:12][CH:13]=3)[CH2:8][CH2:7]2)[NH:3][C:2]1=[S:15].[CH3:16]I. (2) Given the product [F:37][C:36]([F:39])([F:38])[C:34]([OH:40])=[O:35].[NH2:8][C@H:9]1[CH2:13][C@@H:12]([N:14]2[CH:22]=[N:21][C:20]3[C:15]2=[N:16][C:17]([Cl:24])=[N:18][C:19]=3[Cl:23])[C@H:11]([OH:25])[C@@H:10]1[OH:26], predict the reactants needed to synthesize it. The reactants are: C([N:8](C(OC(C)(C)C)=O)[C@H:9]1[CH2:13][C@@H:12]([N:14]2[CH:22]=[N:21][C:20]3[C:15]2=[N:16][C:17]([Cl:24])=[N:18][C:19]=3[Cl:23])[C@H:11]([OH:25])[C@@H:10]1[OH:26])(OC(C)(C)C)=O.[C:34]([OH:40])([C:36]([F:39])([F:38])[F:37])=[O:35]. (3) Given the product [CH:16]1[C:13]2[CH2:14][CH2:15][CH:9]([NH2:8])[CH2:10][CH2:11][C:12]=2[CH:19]=[CH:18][CH:17]=1, predict the reactants needed to synthesize it. The reactants are: C([NH:8][CH:9]1[CH2:15][CH2:14][C:13]2[CH:16]=[CH:17][CH:18]=[CH:19][C:12]=2[CH2:11][CH2:10]1)C1C=CC=CC=1. (4) Given the product [Si:25]([O:32][CH2:33][CH2:34][C:35]1[CH:36]=[C:37]([CH2:40][N:20]2[CH2:21][CH2:22][C:16]3([O:15][CH2:14][CH2:13][N:12]([C:10](=[O:11])[C:9]([F:8])([F:23])[F:24])[CH2:17]3)[CH2:18][CH2:19]2)[S:38][CH:39]=1)([C:28]([CH3:29])([CH3:31])[CH3:30])([CH3:27])[CH3:26], predict the reactants needed to synthesize it. The reactants are: FC(F)(F)C(O)=O.[F:8][C:9]([F:24])([F:23])[C:10]([N:12]1[CH2:17][C:16]2([CH2:22][CH2:21][NH:20][CH2:19][CH2:18]2)[O:15][CH2:14][CH2:13]1)=[O:11].[Si:25]([O:32][CH2:33][CH2:34][C:35]1[CH:36]=[C:37]([CH:40]=O)[S:38][CH:39]=1)([C:28]([CH3:31])([CH3:30])[CH3:29])([CH3:27])[CH3:26].[Si](OCCC1C=CSC=1C=O)(C(C)(C)C)(C)C.C(O[BH-](OC(=O)C)OC(=O)C)(=O)C.[Na+]. (5) Given the product [CH2:1]([N:8]([CH3:26])[C:9]1[CH:14]=[CH:13][N:12]([CH2:15][CH2:16][C:17]2[CH:22]=[CH:21][C:20]([CH2:23][Br:28])=[CH:19][CH:18]=2)[C:11](=[O:25])[CH:10]=1)[C:2]1[CH:7]=[CH:6][CH:5]=[CH:4][CH:3]=1, predict the reactants needed to synthesize it. The reactants are: [CH2:1]([N:8]([CH3:26])[C:9]1[CH:14]=[CH:13][N:12]([CH2:15][CH2:16][C:17]2[CH:22]=[CH:21][C:20]([CH2:23]O)=[CH:19][CH:18]=2)[C:11](=[O:25])[CH:10]=1)[C:2]1[CH:7]=[CH:6][CH:5]=[CH:4][CH:3]=1.P(Br)(Br)[Br:28]. (6) Given the product [NH:1]([C:13]([O:15][CH2:16][C:17]1[CH:22]=[CH:21][CH:20]=[CH:19][CH:18]=1)=[O:14])[C@H:2]([C:10]([NH2:32])=[O:11])[CH2:3][C:4]1[CH:9]=[CH:8][CH:7]=[CH:6][CH:5]=1, predict the reactants needed to synthesize it. The reactants are: [NH:1]([C:13]([O:15][CH2:16][C:17]1[CH:22]=[CH:21][CH:20]=[CH:19][CH:18]=1)=[O:14])[C@H:2]([C:10](O)=[O:11])[CH2:3][C:4]1[CH:9]=[CH:8][CH:7]=[CH:6][CH:5]=1.C1C2C3C(=O)[N:32](O)C(=O)C3C1C=C2.CCN=C=NCCCN(C)C.Cl.N.